From a dataset of Catalyst prediction with 721,799 reactions and 888 catalyst types from USPTO. Predict which catalyst facilitates the given reaction. (1) Reactant: [CH3:1][C:2]([C:9]1[CH:22]=[CH:21][C:12]([O:13][CH2:14][C@H:15]2[O:19][C:18]([NH2:20])=[N:17][CH2:16]2)=[CH:11][CH:10]=1)([CH3:8])[CH2:3][C:4]([CH3:7])([CH3:6])[CH3:5].[CH2:23]([O:25][C:26](=O)[C:27]#[C:28][CH2:29][O:30]C)C. Product: [CH3:23][O:25][CH2:26][C:27]1[N:17]2[CH2:16][C@@H:15]([CH2:14][O:13][C:12]3[CH:21]=[CH:22][C:9]([C:2]([CH3:1])([CH3:8])[CH2:3][C:4]([CH3:5])([CH3:6])[CH3:7])=[CH:10][CH:11]=3)[O:19][C:18]2=[N:20][C:29](=[O:30])[CH:28]=1. The catalyst class is: 22. (2) Reactant: [C:1]([O:5][C:6](=[O:20])[NH:7][C@@H:8]1[C:14](=[O:15])[NH:13][C:12]2[CH:16]=[CH:17][CH:18]=[CH:19][C:11]=2[NH:10][CH2:9]1)([CH3:4])([CH3:3])[CH3:2].[C:21]([C:23]1[CH:31]=[CH:30][C:26]([C:27](O)=[O:28])=[CH:25][CH:24]=1)#[N:22].O=P(Cl)(Cl)Cl. Product: [C:21]([C:23]1[CH:31]=[CH:30][C:26]([C:27]([N:10]2[CH2:9][C@H:8]([NH:7][C:6](=[O:20])[O:5][C:1]([CH3:4])([CH3:2])[CH3:3])[C:14](=[O:15])[NH:13][C:12]3[CH:16]=[CH:17][CH:18]=[CH:19][C:11]2=3)=[O:28])=[CH:25][CH:24]=1)#[N:22]. The catalyst class is: 228. (3) Reactant: [CH2:1]([NH:8][C:9]1[N:14]([CH3:15])[C:13](=[O:16])[C:12]([C:17]2[CH:22]=[CH:21][C:20]([O:23]CC3C=CC=CC=3)=[C:19]([F:31])[CH:18]=2)=[CH:11][N:10]=1)[C:2]1[CH:7]=[CH:6][CH:5]=[CH:4][CH:3]=1. Product: [CH2:1]([NH:8][C:9]1[N:14]([CH3:15])[C:13](=[O:16])[C:12]([C:17]2[CH:22]=[CH:21][C:20]([OH:23])=[C:19]([F:31])[CH:18]=2)=[CH:11][N:10]=1)[C:2]1[CH:3]=[CH:4][CH:5]=[CH:6][CH:7]=1. The catalyst class is: 67. (4) Reactant: N[C@@H:2]([CH2:6][C:7]([F:16])([F:15])[CH2:8][C:9]1[CH:14]=[CH:13][CH:12]=[CH:11][CH:10]=1)[C:3]([OH:5])=[O:4].S(=O)(=O)(O)[OH:18].N([O-])=O.[Na+]. Product: [F:15][C:7]([F:16])([CH2:8][C:9]1[CH:14]=[CH:13][CH:12]=[CH:11][CH:10]=1)[CH2:6][C@H:2]([OH:18])[C:3]([OH:5])=[O:4]. The catalyst class is: 6. (5) Reactant: [CH3:1][N:2]([CH3:30])[CH:3]1[CH2:8][CH2:7][N:6]([C:9]2[CH:14]=[CH:13][C:12]([NH:15][C:16]3[N:21]=[C:20]4[N:22]([CH:27]([CH3:29])[CH3:28])[C:23](=[O:26])[NH:24][CH2:25][C:19]4=[CH:18][N:17]=3)=[CH:11][CH:10]=2)[CH2:5][CH2:4]1.FC(F)(F)C(O)=O.CC(C)([O-])C.[K+]. Product: [CH3:1][N:2]([CH3:30])[CH:3]1[CH2:4][CH2:5][N:6]([C:9]2[CH:14]=[CH:13][C:12]([NH:15][C:16]3[N:21]=[C:20]4[N:22]([CH:27]([CH3:28])[CH3:29])[C:23](=[O:26])[N:24]=[CH:25][C:19]4=[CH:18][N:17]=3)=[CH:11][CH:10]=2)[CH2:7][CH2:8]1. The catalyst class is: 7. (6) Reactant: [CH:1]12[O:8][CH:5]([CH2:6][CH2:7]1)[CH2:4][NH:3][CH2:2]2.Br[C:10]1[O:11][CH:12]=[C:13]([C:15]([O:17][CH2:18][CH3:19])=[O:16])[N:14]=1.CCN(C(C)C)C(C)C. Product: [CH:5]12[O:8][CH:1]([CH2:7][CH2:6]1)[CH2:2][N:3]([C:10]1[O:11][CH:12]=[C:13]([C:15]([O:17][CH2:18][CH3:19])=[O:16])[N:14]=1)[CH2:4]2. The catalyst class is: 1. (7) Product: [CH3:8][C:7]1[CH:6]=[C:5]([O:9][CH3:10])[C:4]([CH3:11])=[CH:3][C:2]=1[B:17]([OH:22])[OH:18]. Reactant: Br[C:2]1[C:7]([CH3:8])=[CH:6][C:5]([O:9][CH3:10])=[C:4]([CH3:11])[CH:3]=1.C([Li])CCC.[B:17](OC(C)C)([O:22]C(C)C)[O:18]C(C)C. The catalyst class is: 134.